This data is from Forward reaction prediction with 1.9M reactions from USPTO patents (1976-2016). The task is: Predict the product of the given reaction. (1) The product is: [Cl:1][C:2]1[CH:3]=[C:4]2[C:10]([C:11]3[N:16]=[C:15]([NH:32][C@H:33]4[CH2:38][CH2:37][CH2:36][N:35]([C:39]([O:41][C:42]([CH3:45])([CH3:44])[CH3:43])=[O:40])[CH2:34]4)[C:14]([F:21])=[CH:13][N:12]=3)=[CH:9][N:8]([S:22]([C:25]3[CH:30]=[CH:29][C:28]([CH3:31])=[CH:27][CH:26]=3)(=[O:24])=[O:23])[C:5]2=[N:6][CH:7]=1. Given the reactants [Cl:1][C:2]1[CH:3]=[C:4]2[C:10]([C:11]3[N:16]=[C:15](S(C)(=O)=O)[C:14]([F:21])=[CH:13][N:12]=3)=[CH:9][N:8]([S:22]([C:25]3[CH:30]=[CH:29][C:28]([CH3:31])=[CH:27][CH:26]=3)(=[O:24])=[O:23])[C:5]2=[N:6][CH:7]=1.[NH2:32][C@H:33]1[CH2:38][CH2:37][CH2:36][N:35]([C:39]([O:41][C:42]([CH3:45])([CH3:44])[CH3:43])=[O:40])[CH2:34]1.C(N(C(C)C)CC)(C)C.[NH4+].[Cl-], predict the reaction product. (2) Given the reactants CC([N:5]([CH:9]([CH2:19]O)[C:10]([CH3:18])([C:12]1[CH:17]=[CH:16][CH:15]=[CH:14][CH:13]=1)[CH3:11])[C:6](=[O:8])[O-:7])(C)C.C1(P([C:34]2[CH:39]=[CH:38]C=CC=2)C2C=CC=CC=2)C=CC=CC=1.[C:40]1(=[O:50])[NH:44][C:43](=[O:45])[C:42]2=[CH:46][CH:47]=[CH:48][CH:49]=[C:41]12.N(C(OCC)=O)=N[C:53](OCC)=O, predict the reaction product. The product is: [O:45]=[C:43]1[C:42]2[C:41](=[CH:49][CH:48]=[CH:47][CH:46]=2)[C:40](=[O:50])[N:44]1[CH2:19][CH:9]([NH:5][C:6](=[O:8])[O:7][C:39]([CH3:38])([CH3:34])[CH3:53])[C:10]([CH3:11])([C:12]1[CH:13]=[CH:14][CH:15]=[CH:16][CH:17]=1)[CH3:18]. (3) Given the reactants [Br:1][C:2]1[N:7]=[C:6]([CH2:8][OH:9])[CH:5]=[CH:4][CH:3]=1.N1C=CN=C1.[Si:15](Cl)([C:18]([CH3:21])([CH3:20])[CH3:19])([CH3:17])[CH3:16], predict the reaction product. The product is: [Br:1][C:2]1[CH:3]=[CH:4][CH:5]=[C:6]([CH2:8][O:9][Si:15]([C:18]([CH3:21])([CH3:20])[CH3:19])([CH3:17])[CH3:16])[N:7]=1. (4) Given the reactants [Li+].[OH-].[OH:3][C:4]1[CH:13]=[CH:12][C:11]([NH:14][C:15]([O:17][CH2:18][CH2:19][NH:20][C:21](=[O:46])[CH:22]([O:25][CH2:26][CH2:27][CH2:28][CH2:29]/[CH:30]=[CH:31]\[CH2:32]/[CH:33]=[CH:34]\[CH2:35]/[CH:36]=[CH:37]\[CH2:38]/[CH:39]=[CH:40]\[CH2:41]/[CH:42]=[CH:43]\[CH2:44][CH3:45])[CH2:23][CH3:24])=[O:16])=[CH:10][C:5]=1[C:6]([O:8]C)=[O:7].Cl, predict the reaction product. The product is: [OH:3][C:4]1[CH:13]=[CH:12][C:11]([NH:14][C:15]([O:17][CH2:18][CH2:19][NH:20][C:21](=[O:46])[CH:22]([O:25][CH2:26][CH2:27][CH2:28][CH2:29]/[CH:30]=[CH:31]\[CH2:32]/[CH:33]=[CH:34]\[CH2:35]/[CH:36]=[CH:37]\[CH2:38]/[CH:39]=[CH:40]\[CH2:41]/[CH:42]=[CH:43]\[CH2:44][CH3:45])[CH2:23][CH3:24])=[O:16])=[CH:10][C:5]=1[C:6]([OH:8])=[O:7]. (5) Given the reactants [CH2:1]([NH:5][C:6]1[NH:14][C:13]2[C:9]([N:10]=[C:11]([O:15][CH3:16])[N:12]=2)=[C:8]([NH2:17])[N:7]=1)[CH2:2][CH2:3][CH3:4].C(=O)([O-])[O-].[K+].[K+].Br[CH2:25][CH2:26][CH2:27][CH:28]1[CH2:33][CH2:32][O:31][CH2:30][CH2:29]1, predict the reaction product. The product is: [CH2:1]([NH:5][C:6]1[N:14]=[C:13]2[C:9]([N:10]=[C:11]([O:15][CH3:16])[N:12]2[CH2:25][CH2:26][CH2:27][CH:28]2[CH2:33][CH2:32][O:31][CH2:30][CH2:29]2)=[C:8]([NH2:17])[N:7]=1)[CH2:2][CH2:3][CH3:4]. (6) Given the reactants [CH3:1][O:2][C:3]1[CH:12]=[CH:11][C:10]2[C:5](=[CH:6][CH:7]=[CH:8][CH:9]=2)[C:4]=1[C:13]([O:15][CH3:16])=[O:14].C(O)(C)(C)C.N.[K].[CH2:24](I)[CH2:25][C:26]([CH3:29])([CH3:28])[CH3:27], predict the reaction product. The product is: [CH3:27][C:26]([CH3:29])([CH3:28])[CH2:25][CH2:24][C:4]1([C:13]([O:15][CH3:16])=[O:14])[C:5]2[C:10](=[CH:9][CH:8]=[CH:7][CH:6]=2)[CH2:11][CH:12]=[C:3]1[O:2][CH3:1]. (7) Given the reactants [CH2:1]1[CH:10]2[CH:5]([CH2:6][CH2:7][NH:8][CH2:9]2)[CH2:4][CH2:3][N:2]1[C:11]([O:13][C:14]([CH3:17])([CH3:16])[CH3:15])=[O:12].[Cl:18][CH:19](Br)[CH2:20][CH3:21].C([O-])([O-])=O.[K+].[K+], predict the reaction product. The product is: [Cl:18][CH2:19][CH2:20][CH2:21][N:8]1[CH2:9][CH:10]2[CH:5]([CH2:4][CH2:3][N:2]([C:11]([O:13][C:14]([CH3:17])([CH3:16])[CH3:15])=[O:12])[CH2:1]2)[CH2:6][CH2:7]1.